This data is from Forward reaction prediction with 1.9M reactions from USPTO patents (1976-2016). The task is: Predict the product of the given reaction. (1) Given the reactants Br[C:2]1[C:10]2[O:9][CH2:8][CH2:7][C:6]=2[CH:5]=[C:4]([CH2:11][C:12]2[CH:17]=[CH:16][C:15]([F:18])=[CH:14][CH:13]=2)[CH:3]=1.[N+:19]([C:22]1[CH:23]=[C:24](B(O)O)[CH:25]=[CH:26][CH:27]=1)([O-:21])=[O:20].[O-]P([O-])([O-])=O.[K+].[K+].[K+].COCCOC, predict the reaction product. The product is: [F:18][C:15]1[CH:16]=[CH:17][C:12]([CH2:11][C:4]2[CH:3]=[C:2]([C:26]3[CH:25]=[CH:24][CH:23]=[C:22]([N+:19]([O-:21])=[O:20])[CH:27]=3)[C:10]3[O:9][CH2:8][CH2:7][C:6]=3[CH:5]=2)=[CH:13][CH:14]=1. (2) Given the reactants [P:1]([O:13][CH2:14][C@H:15]1[O:19][C@@H:18]([N:20]2[C:30]3[N:29]=[C:27]([NH2:28])[NH:26][C:24](=[O:25])[C:23]=3[N:22]=C2)[C@H:17]([OH:31])[C@@H:16]1[OH:32])([O:4]P(OP(O)(O)=O)(O)=O)(=[O:3])[OH:2].C([O-])=O.NC1N=C(NC2O[C@H](COP(O)(O)=O)[C@@H](O)[C@H]2O)C(N)=C(O)N=1.[O-]P(OP([O-])([O-])=O)(=O)[O-].N1C=C2C(N=CN2)=NC=1, predict the reaction product. The product is: [NH2:28][C:27]1[N:29]=[C:30]([NH:20][CH:18]2[O:19][C@H:15]([CH2:14][O:13][P:1]([OH:4])([OH:3])=[O:2])[C@@H:16]([OH:32])[C@H:17]2[OH:31])[C:23]([NH2:22])=[C:24]([OH:25])[N:26]=1. (3) Given the reactants CC(OC1C=CC=[CH:9][C:10]=1[C:11]([OH:13])=[O:12])=O.CC(N[C:18]1[CH:19]=[CH:20][C:21](O)=[CH:22][CH:23]=1)=O.[CH3:25][C:26]1[CH:27]=[CH:27][C:26]([C:25]2N(C3C=CC(S(N)(=O)=O)=CC=3)N=C(C(F)(F)F)C=2)=[CH:31][CH:31]=1.C(=O)=O.CC(C(OC)=O)=C, predict the reaction product. The product is: [OH:13][C:11]([CH:10]([C:18]1[CH:19]=[CH:20][C:21]([CH2:25][CH:26]([CH3:27])[CH3:31])=[CH:22][CH:23]=1)[CH3:9])=[O:12].